From a dataset of Reaction yield outcomes from USPTO patents with 853,638 reactions. Predict the reaction yield, written as a fraction of the theoretical maximum amount of product (1.0 means a 100% yield; for example, 0.34 means a 34% yield). (1) The reactants are Cl.C(O[C:5](=[NH:14])[C:6]1[CH:11]=[CH:10][C:9]([O:12][CH3:13])=[CH:8][CH:7]=1)C.[CH:15]1([NH2:18])[CH2:17][CH2:16]1. The catalyst is C(Cl)Cl. The product is [CH:15]1([NH:18][C:5](=[NH:14])[C:6]2[CH:7]=[CH:8][C:9]([O:12][CH3:13])=[CH:10][CH:11]=2)[CH2:17][CH2:16]1. The yield is 0.820. (2) The reactants are N1C=CC=CC=1S(O)(=O)=O.[CH:11]([N:24]1[CH2:27][CH:26]([OH:28])[CH2:25]1)([C:18]1[CH:23]=[CH:22][CH:21]=[CH:20][CH:19]=1)[C:12]1[CH:17]=[CH:16][CH:15]=[CH:14][CH:13]=1. The catalyst is CS(C)=O.C(N(CC)CC)C. The product is [CH:11]([N:24]1[CH2:27][C:26](=[O:28])[CH2:25]1)([C:18]1[CH:23]=[CH:22][CH:21]=[CH:20][CH:19]=1)[C:12]1[CH:13]=[CH:14][CH:15]=[CH:16][CH:17]=1. The yield is 0.600.